From a dataset of Peptide-MHC class II binding affinity with 134,281 pairs from IEDB. Regression. Given a peptide amino acid sequence and an MHC pseudo amino acid sequence, predict their binding affinity value. This is MHC class II binding data. (1) The peptide sequence is YLQIQDEIPSHIMSV. The MHC is DRB1_0101 with pseudo-sequence DRB1_0101. The binding affinity (normalized) is 0.761. (2) The peptide sequence is LEKLKAKIMRSERPQ. The MHC is DRB1_0701 with pseudo-sequence DRB1_0701. The binding affinity (normalized) is 0.403. (3) The peptide sequence is PKYVKQNTLKLAT. The MHC is DRB3_0202 with pseudo-sequence DRB3_0202. The binding affinity (normalized) is 0.382. (4) The peptide sequence is KISVQYNLSHSYAVD. The MHC is DRB1_0301 with pseudo-sequence DRB1_0301. The binding affinity (normalized) is 0.617. (5) The peptide sequence is AEMKTDAATLAQEAG. The MHC is DRB1_1201 with pseudo-sequence DRB1_1201. The binding affinity (normalized) is 0. (6) The peptide sequence is YDKFLTNVSTVLTGK. The MHC is DRB1_0701 with pseudo-sequence DRB1_0701. The binding affinity (normalized) is 0.649.